Dataset: Full USPTO retrosynthesis dataset with 1.9M reactions from patents (1976-2016). Task: Predict the reactants needed to synthesize the given product. (1) The reactants are: [CH2:1]([C:8](=[CH2:12])[C:9]([OH:11])=[O:10])[C:2]1[CH:7]=[CH:6][CH:5]=[CH:4][CH:3]=1.[C:13]([OH:16])(=[S:15])[CH3:14]. Given the product [C:13]([S:15][CH2:12][CH:8]([CH2:1][C:2]1[CH:7]=[CH:6][CH:5]=[CH:4][CH:3]=1)[C:9]([OH:11])=[O:10])(=[O:16])[CH3:14], predict the reactants needed to synthesize it. (2) Given the product [CH3:1][C@H:2]1[C@H:29]([CH3:30])[C@@H:28]2[C@@:5]([C:32]([O:34][CH3:37])=[O:33])([CH2:6][CH2:7][C@@:8]3([CH3:31])[C@:13]4([CH3:27])[CH2:14][CH2:15][C@H:16]5[C:21]([CH3:23])([CH3:22])[C@@H:20]([OH:24])[C@H:19]([OH:25])[CH2:18][C@:17]5([CH3:26])[C@H:12]4[CH2:11][CH:10]=[C:9]32)[CH2:4][CH2:3]1, predict the reactants needed to synthesize it. The reactants are: [CH3:1][C@H:2]1[C@H:29]([CH3:30])[C@@H:28]2[C@@:5]([C:32]([OH:34])=[O:33])([CH2:6][CH2:7][C@@:8]3([CH3:31])[C@:13]4([CH3:27])[CH2:14][CH2:15][C@H:16]5[C:21]([CH3:23])([CH3:22])[C@@H:20]([OH:24])[C@H:19]([OH:25])[CH2:18][C@:17]5([CH3:26])[C@H:12]4[CH2:11][CH:10]=[C:9]32)[CH2:4][CH2:3]1.IC.[C:37](=O)([O-])[O-].[K+].[K+]. (3) Given the product [CH:2]([C@H:15]1[C@@H:20]([O:21][CH2:22][C:23]2[CH:24]=[CH:25][C:26]([C:29]([F:32])([F:30])[F:31])=[CH:27][CH:28]=2)[CH2:19][CH2:18][N:17]([S:34]([CH3:33])(=[O:36])=[O:35])[CH2:16]1)([C:9]1[CH:10]=[CH:11][CH:12]=[CH:13][CH:14]=1)[C:3]1[CH:4]=[CH:5][CH:6]=[CH:7][CH:8]=1, predict the reactants needed to synthesize it. The reactants are: Cl.[CH:2]([C@H:15]1[C@@H:20]([O:21][CH2:22][C:23]2[CH:28]=[CH:27][C:26]([C:29]([F:32])([F:31])[F:30])=[CH:25][CH:24]=2)[CH2:19][CH2:18][NH:17][CH2:16]1)([C:9]1[CH:14]=[CH:13][CH:12]=[CH:11][CH:10]=1)[C:3]1[CH:8]=[CH:7][CH:6]=[CH:5][CH:4]=1.[CH3:33][S:34](Cl)(=[O:36])=[O:35]. (4) Given the product [NH2:1][C@H:2]([C:12]1[N:13]=[C:14]([C:34]#[C:35][C:36]([CH3:38])([OH:39])[CH3:37])[CH:15]=[CH:16][C:17]=1[C:18]1[CH:19]=[CH:20][C:21]([Cl:33])=[C:22]2[C:26]=1[N:25]([CH3:27])[N:24]=[CH:23]2)[CH2:3][C:4]1[CH:9]=[C:8]([F:10])[CH:7]=[C:6]([F:11])[CH:5]=1, predict the reactants needed to synthesize it. The reactants are: [NH2:1][C@H:2]([C:12]1[C:17]([C:18]2[CH:19]=[CH:20][C:21]([Cl:33])=[C:22]3[C:26]=2[N:25]([CH3:27])[N:24]=[C:23]3NS(C)(=O)=O)=[CH:16][CH:15]=[C:14]([C:34]#[C:35][C:36]([OH:39])([CH3:38])[CH3:37])[N:13]=1)[CH2:3][C:4]1[CH:9]=[C:8]([F:10])[CH:7]=[C:6]([F:11])[CH:5]=1.ClC1C=CC(C2C([C@@H](NC(=O)OC(C)(C)C)CC3C=C(F)C=C(F)C=3)=NC(C#C)=CC=2)=C2C=1C=NN2C. (5) Given the product [OH:6][CH:4]([CH3:5])[CH:3]([CH3:7])[CH2:2][NH:1][C:8](=[O:9])[O:10][C:11]([CH3:14])([CH3:13])[CH3:12], predict the reactants needed to synthesize it. The reactants are: [NH2:1][CH2:2][CH:3]([CH3:7])[CH:4]([OH:6])[CH3:5].[C:8](O[C:8]([O:10][C:11]([CH3:14])([CH3:13])[CH3:12])=[O:9])([O:10][C:11]([CH3:14])([CH3:13])[CH3:12])=[O:9]. (6) Given the product [NH2:1][C:2]1[C:3]2[CH:14]=[CH:13][CH:12]=[CH:11][C:4]=2[S:5][CH:6]=1, predict the reactants needed to synthesize it. The reactants are: [NH2:1][C:2]1[C:3]2[CH:14]=[CH:13][CH:12]=[CH:11][C:4]=2[S:5][C:6]=1C(OC)=O.N1CCNCC1. (7) Given the product [Cl:1][C:2]1[CH:9]=[C:8]([Cl:10])[CH:7]=[C:6]([Cl:11])[C:3]=1[CH2:4][NH2:5], predict the reactants needed to synthesize it. The reactants are: [Cl:1][C:2]1[CH:9]=[C:8]([Cl:10])[CH:7]=[C:6]([Cl:11])[C:3]=1[C:4]#[N:5].CO.O.[OH-].[Na+].